Dataset: Experimentally validated miRNA-target interactions with 360,000+ pairs, plus equal number of negative samples. Task: Binary Classification. Given a miRNA mature sequence and a target amino acid sequence, predict their likelihood of interaction. (1) The miRNA is hsa-miR-3194-3p with sequence AGCUCUGCUGCUCACUGGCAGU. The protein sequence of the target gene is MALMQELYSTPASRLDSFVAQWLQPHREWKEEVLDAVRTVEEFLRQEHFQGKRGLDQDVRVLKVVKVGSFGNGTVLRSTREVELVAFLSCFHSFQEAAKHHKDVLRLIWKTMWQSQDLLDLGLEDLRMEQRVPDALVFTIQTRGTAEPITVTIVPAYRALGPSLPNSQPPPEVYVSLIKACGGPGNFCPSFSELQRNFVKHRPTKLKSLLRLVKHWYQQYVKARSPRANLPPLYALELLTIYAWEMGTEEDENFMLDEGFTTVMDLLLEYEVICIYWTKYYTLHNAIIEDCVRKQLKKER.... Result: 0 (no interaction). (2) The protein sequence of the target gene is MWSRMNRAAEEFYARLRQEFNEEKKGASKDPFIYEADVQVQLISKGQPSLLKTILNENDSVFLVEKVVLEKEETSQVEELQSEETAISDLSAGENIRPLALPVGRARQLIGLYTMAHNPNMTHLKIKQPVTALPPLWVRCDGSDPEGTCWLGAELITTNDIIAGVILYVLTCKADKNYSEDLENLKTSHKKRHHVSAVTARGFAQYELFKSDDLDDTVAPSQTTVTLDLSWSPVDEMLQTPPLSSTAALNIRVQSGESRGCLSHLHRELKFLLVLADGIRTGVTEWLEPLETKSALEFVQ.... Result: 0 (no interaction). The miRNA is hsa-miR-6727-3p with sequence UCCUGCCACCUCCUCCGCAG. (3) The miRNA is hsa-miR-2117 with sequence UGUUCUCUUUGCCAAGGACAG. The protein sequence of the target gene is MPTETLQTGSMVKPVSPAGTFTSAVPLRILNKGPDYFRRQAEPNPKRLSAVERLEADKAKYVKSQEVINAKQEPVKPAVLAKPPVCPGTKRALGSPTLKVFGNHAKTESGVQRETLKLEILKNIINSSEGSSSGSGHKHSSRNWPPHRDTTDLHRHSFAESLKVYPTPGHGSPQESSSHVSRRLLEQSAETFLHVSHSSSDIRKVTSVKPLKAIPCSSSAPPLPPKPKVAAMKSPEADQVEPACGVSRRPSLQRSKSDLSDRYFRVDADVERFFNYCGLDPEELENLGMENFARANSDII.... Result: 0 (no interaction). (4) The miRNA is hsa-miR-4525 with sequence GGGGGGAUGUGCAUGCUGGUU. Result: 0 (no interaction). The protein sequence of the target gene is MRAPGALLARMSRLLLLLLLKVSASSALGVAPASRNETCLGESCAPTVIQRRGRDAWGPGNSARDVLRARAPREEQGAAFLAGPSWDLPAAPGRDPAAGRGAEASAAGPPGPPTRPPGPWRWKGARGQEPSETLGRGNPTALQLFLQISEEEEKGPRGAGISGRSQEQSVKTVPGASDLFYWPRRAGKLQGSHHKPLSKTANGLAGHEGWTIALPGRALAQNGSLGEGIHEPGGPRRGNSTNRRVRLKNPFYPLTQESYGAYAVMCLSVVIFGTGIIGNLAVMCIVCHNYYMRSISNSLL.... (5) The protein sequence of the target gene is MRILANKTRLPHPRRREAPGSPPLSPRGHCPPAPAKPMHPENKLTNHGKTGNGGAQSQHQNVNQGPTCNVGSKGVGAGNHGAKANQISPSNSSLKNPQAGVPPFSSLKGKVKRDRSVSVDSGEQREAGTPSLDSEAKEVAPRSKRRCVLERKQPYSGDEWCSGPDSEEDDKPIGATHNCNVADPAMAAPQLGPGQTTQLPLSESSVPGAPHGPPPGLRPDAPGGGGGGGGVPGKPPSQFVYVFTTHLANTAAEAVLQGRADSILAYHQQNVPRAKLDQAPKVPPTPEPLPLSTPSAGTPQ.... The miRNA is hsa-miR-4755-5p with sequence UUUCCCUUCAGAGCCUGGCUUU. Result: 1 (interaction). (6) The miRNA is mmu-miR-7663-5p with sequence GCUGCUUGGUGAUCAUCCACUGU. The protein sequence of the target gene is MRLLSSRAARVSGPSGSLCALLALLLLTPPGPLASAGPVAAVVRELRCVCLTTTPGIHPKTVSDLQVIAAGPQCSKVEVIATLKNGREVCLDPEAPLIKKIVQKILDSGKNN. Result: 0 (no interaction). (7) The miRNA is cel-miR-57-5p with sequence UACCCUGUAGAUCGAGCUGUGUGU. The protein sequence of the target gene is MTSADSLLFTSLGPSPSSGDGDCKFNEEFKFILLPLSYAVVFVLGLALNAPTLWLFLFRLRPWDATATYMFHLALSDTLYVLSLPTLVYYYAARNHWPFGTGFCKFVRFLFYWNLYCSVLFLTCISVHRYMGICHPLRAIRWGRPRFAGLLCLGVWLVVAGCLVPNLFFVTTNANGTTILCHDTTLPEEFDHYVYFSSTIMVLLFGFPFLITLVCYGLMARRLYRPLPGAGQSSSRLRSLRTIAVVLTVFAVCFVPFHITRTIYYLARLLNAECRVLNIVNVVYKVTRPLASANSCLDPV.... Result: 0 (no interaction).